Dataset: Reaction yield outcomes from USPTO patents with 853,638 reactions. Task: Predict the reaction yield, written as a fraction of the theoretical maximum amount of product (1.0 means a 100% yield; for example, 0.34 means a 34% yield). (1) The reactants are [N:1]1[CH:6]=[CH:5][CH:4]=[C:3]([NH:7][C:8](=[O:15])OCC(Cl)(Cl)Cl)[CH:2]=1.[O:16]1[CH:20]=[CH:19][C:18]([C:21]2[N:25]=[C:24]([N:26]3[CH2:31][CH2:30][NH:29][CH2:28][CH2:27]3)[S:23][N:22]=2)=[CH:17]1.C(N(C(C)C)CC)(C)C.O. The yield is 0.283. The product is [O:16]1[CH:20]=[CH:19][C:18]([C:21]2[N:25]=[C:24]([N:26]3[CH2:27][CH2:28][N:29]([C:8]([NH:7][C:3]4[CH:2]=[N:1][CH:6]=[CH:5][CH:4]=4)=[O:15])[CH2:30][CH2:31]3)[S:23][N:22]=2)=[CH:17]1. The catalyst is CS(C)=O. (2) The reactants are [Br:1][C:2]1[CH:7]=[CH:6][C:5]([C:8]2[N:12]=[CH:11][NH:10][N:9]=2)=[CH:4][CH:3]=1.C(=O)([O-])[O-].[Cs+].[Cs+].I[C:20]1[CH:25]=[CH:24][C:23]([O:26][C:27]([F:30])([F:29])[F:28])=[CH:22][CH:21]=1. The catalyst is [Cu]I.CS(C)=O. The product is [Br:1][C:2]1[CH:3]=[CH:4][C:5]([C:8]2[N:12]=[CH:11][N:10]([C:20]3[CH:21]=[CH:22][C:23]([O:26][C:27]([F:28])([F:29])[F:30])=[CH:24][CH:25]=3)[N:9]=2)=[CH:6][CH:7]=1. The yield is 0.520. (3) The reactants are [N:1]1[CH:6]=[CH:5][CH:4]=[N:3][C:2]=1[CH2:7][C:8]([OH:10])=O.[CH2:11]([C@@H:18]1[NH:23][CH2:22][CH2:21][N:20]([C:24]2[CH:32]=[C:31]3[C:27]([C:28]([CH2:36][CH3:37])=[N:29][N:30]3[CH:33]([CH3:35])[CH3:34])=[CH:26][CH:25]=2)[CH2:19]1)[C:12]1[CH:17]=[CH:16][CH:15]=[CH:14][CH:13]=1. No catalyst specified. The product is [CH2:11]([C@H:18]1[CH2:19][N:20]([C:24]2[CH:32]=[C:31]3[C:27]([C:28]([CH2:36][CH3:37])=[N:29][N:30]3[CH:33]([CH3:34])[CH3:35])=[CH:26][CH:25]=2)[CH2:21][CH2:22][N:23]1[C:8](=[O:10])[CH2:7][C:2]1[N:1]=[CH:6][CH:5]=[CH:4][N:3]=1)[C:12]1[CH:13]=[CH:14][CH:15]=[CH:16][CH:17]=1. The yield is 0.640. (4) The reactants are [F:1][C:2]1[CH:25]=[C:24]([N+:26]([O-:28])=[O:27])[CH:23]=[CH:22][C:3]=1[O:4][C:5]1[CH:10]=[CH:9][N:8]=[C:7]2[CH:11]=[C:12]([C:14]3[CH:21]=[CH:20][C:17]([CH:18]=O)=[CH:16][N:15]=3)[S:13][C:6]=12.[CH3:29][O:30][CH2:31][CH2:32][NH2:33].C(O[BH-](OC(=O)C)OC(=O)C)(=O)C.[Na+]. The catalyst is C(Cl)Cl. The product is [F:1][C:2]1[CH:25]=[C:24]([N+:26]([O-:28])=[O:27])[CH:23]=[CH:22][C:3]=1[O:4][C:5]1[CH:10]=[CH:9][N:8]=[C:7]2[CH:11]=[C:12]([C:14]3[N:15]=[CH:16][C:17]([CH2:18][NH:33][CH2:32][CH2:31][O:30][CH3:29])=[CH:20][CH:21]=3)[S:13][C:6]=12. The yield is 0.530. (5) The reactants are [N:1]1[CH:6]=[CH:5][C:4]([C:7]2[N:11]3[CH2:12][CH2:13][CH2:14][CH:15]([C:16]([O:18][CH2:19][CH3:20])=[O:17])[C:10]3=[N:9][N:8]=2)=[CH:3][CH:2]=1.[H-].[Na+].Cl[CH:24]([C:26]1[N:30]=[C:29]([C:31]2[CH:36]=[CH:35][CH:34]=[C:33]([Cl:37])[CH:32]=2)[O:28][N:27]=1)[CH3:25].[NH4+].[Cl-]. The catalyst is CN(C=O)C. The product is [Cl:37][C:33]1[CH:32]=[C:31]([C:29]2[O:28][N:27]=[C:26]([CH:24]([C:15]3([C:16]([O:18][CH2:19][CH3:20])=[O:17])[CH2:14][CH2:13][CH2:12][N:11]4[C:7]([C:4]5[CH:5]=[CH:6][N:1]=[CH:2][CH:3]=5)=[N:8][N:9]=[C:10]34)[CH3:25])[N:30]=2)[CH:36]=[CH:35][CH:34]=1. The yield is 0.650. (6) The reactants are C(O[C:4]([C:6]1[CH:7]=[C:8]2[C:12](=[CH:13][CH:14]=1)[NH:11][N:10]=[C:9]2[C:15]1[CH:24]=[CH:23][C:22]2[C:17](=[CH:18][CH:19]=[C:20]([O:25][CH3:26])[CH:21]=2)[CH:16]=1)=[NH:5])C.[NH2:27][NH:28][C:29](=O)[CH2:30][N:31]1[CH2:35][CH2:34][CH2:33][CH2:32]1.C[O-].[Na+]. The catalyst is CO. The product is [CH3:26][O:25][C:20]1[CH:19]=[CH:18][C:17]2[C:22](=[CH:23][CH:24]=[C:15]([C:9]3[C:13]4[C:12](=[CH:8][CH:7]=[C:6]([C:4]5[N:5]=[C:29]([CH2:30][N:31]6[CH2:35][CH2:34][CH2:33][CH2:32]6)[NH:28][N:27]=5)[CH:14]=4)[NH:11][N:10]=3)[CH:16]=2)[CH:21]=1. The yield is 0.100. (7) The reactants are [Br:1][C:2]1[CH:3]=[C:4]([C:11]([NH:13][CH2:14][C:15]2[C:16](=[O:23])[NH:17][C:18]([CH3:22])=[CH:19][C:20]=2[CH3:21])=[O:12])[C:5]2[CH:10]=[N:9][NH:8][C:6]=2[N:7]=1.C([O-])([O-])=O.[K+].[K+].Br[CH:31]([C:33]1[CH:38]=[CH:37][CH:36]=[CH:35][CH:34]=1)[CH3:32].O. The catalyst is CN(C=O)C. The product is [Br:1][C:2]1[CH:3]=[C:4]([C:11]([NH:13][CH2:14][C:15]2[C:16](=[O:23])[NH:17][C:18]([CH3:22])=[CH:19][C:20]=2[CH3:21])=[O:12])[C:5]2[CH:10]=[N:9][N:8]([CH:31]([C:33]3[CH:38]=[CH:37][CH:36]=[CH:35][CH:34]=3)[CH3:32])[C:6]=2[N:7]=1. The yield is 0.928.